This data is from Reaction yield outcomes from USPTO patents with 853,638 reactions. The task is: Predict the reaction yield, written as a fraction of the theoretical maximum amount of product (1.0 means a 100% yield; for example, 0.34 means a 34% yield). (1) The reactants are [C:1]([O:5][C:6]([N:8]1[CH2:12][C@@H:11]([O:13][C:14]2[CH:23]=[CH:22][C:21]3[C:16](=[CH:17][CH:18]=[CH:19][CH:20]=3)[CH:15]=2)[CH2:10][C@H:9]1[C:24](O)=[O:25])=[O:7])([CH3:4])([CH3:3])[CH3:2]. The catalyst is C1COCC1. The product is [C:1]([O:5][C:6]([N:8]1[CH2:12][C@@H:11]([O:13][C:14]2[CH:23]=[CH:22][C:21]3[C:16](=[CH:17][CH:18]=[CH:19][CH:20]=3)[CH:15]=2)[CH2:10][C@H:9]1[CH2:24][OH:25])=[O:7])([CH3:4])([CH3:3])[CH3:2]. The yield is 1.00. (2) The reactants are [NH2:1][C:2]1[CH:3]=[C:4]([CH:8]=[CH:9][C:10]=1[O:11][CH3:12])[C:5]([OH:7])=O.[NH:13]1[CH2:18][CH2:17][CH2:16][C@@H:15]2[C:19]3[CH:20]=[CH:21][CH:22]=[CH:23][C:24]=3[CH2:25][C@H:14]12.F[P-](F)(F)(F)(F)F.N1(OC(N(C)C)=[N+](C)C)C2N=CC=CC=2N=N1. No catalyst specified. The product is [NH2:1][C:2]1[CH:3]=[C:4]([C:5]([N:13]2[CH2:18][CH2:17][CH2:16][C@@H:15]3[C:19]4[CH:20]=[CH:21][CH:22]=[CH:23][C:24]=4[CH2:25][C@H:14]23)=[O:7])[CH:8]=[CH:9][C:10]=1[O:11][CH3:12]. The yield is 0.770.